From a dataset of Catalyst prediction with 721,799 reactions and 888 catalyst types from USPTO. Predict which catalyst facilitates the given reaction. (1) Reactant: [NH2:1][C:2]([C:4]1[O:8][C:7]([C:9]2[CH:10]=[C:11]3[C:16](=[CH:17][CH:18]=2)[N:15]=[C:14]([CH2:19][CH:20]([CH3:22])[CH3:21])[C:13]([CH2:23][NH:24]C(=O)OC(C)(C)C)=[C:12]3[C:32]2[CH:37]=[CH:36][C:35]([CH3:38])=[CH:34][CH:33]=2)=[CH:6][CH:5]=1)=[O:3].Cl. Product: [NH2:24][CH2:23][C:13]1[C:14]([CH2:19][CH:20]([CH3:22])[CH3:21])=[N:15][C:16]2[C:11]([C:12]=1[C:32]1[CH:33]=[CH:34][C:35]([CH3:38])=[CH:36][CH:37]=1)=[CH:10][C:9]([C:7]1[O:8][C:4]([C:2]([NH2:1])=[O:3])=[CH:5][CH:6]=1)=[CH:18][CH:17]=2. The catalyst class is: 13. (2) The catalyst class is: 160. Product: [Br:17][C:18]1[CH:19]=[C:20]([NH:16][C:13]2[CH:12]=[CH:11][C:10]([N:7]3[CH2:6][CH2:5][N:4]([CH:1]([CH3:3])[CH3:2])[CH2:9][CH2:8]3)=[CH:15][N:14]=2)[C:21]2[N:22]([CH:25]=[CH:26][N:27]=2)[C:23]=1[Cl:24]. Reactant: [CH:1]([N:4]1[CH2:9][CH2:8][N:7]([C:10]2[CH:11]=[CH:12][C:13]([NH2:16])=[N:14][CH:15]=2)[CH2:6][CH2:5]1)([CH3:3])[CH3:2].[Br:17][C:18]1[CH:19]=[C:20](Br)[C:21]2[N:22]([CH:25]=[CH:26][N:27]=2)[C:23]=1[Cl:24].C1(P(C2C=CC=CC=2)C2C=CC3C(=CC=CC=3)C=2C2C3C(=CC=CC=3)C=CC=2P(C2C=CC=CC=2)C2C=CC=CC=2)C=CC=CC=1.C(=O)([O-])[O-].[Cs+].[Cs+]. (3) Reactant: [Cl:1][C:2]1[CH:12]=[C:11]([Cl:13])[C:10]([Cl:14])=[CH:9][C:3]=1[O:4][CH2:5][C:6]([OH:8])=O.[CH3:15][O:16][C:17](=[O:25])[C:18]1[CH:23]=[CH:22][CH:21]=[C:20]([NH2:24])[CH:19]=1.F[P-](F)(F)(F)(F)F.N1(O[P+](N2CCCC2)(N2CCCC2)N2CCCC2)C2C=CC=CC=2N=N1. Product: [CH3:15][O:16][C:17](=[O:25])[C:18]1[CH:23]=[CH:22][CH:21]=[C:20]([NH:24][C:6](=[O:8])[CH2:5][O:4][C:3]2[CH:9]=[C:10]([Cl:14])[C:11]([Cl:13])=[CH:12][C:2]=2[Cl:1])[CH:19]=1. The catalyst class is: 456. (4) Reactant: [F-:1].[Ca+2].[F-].[F-].[K+].[F:6][C:7]1[CH:12]=[CH:11][CH:10]=[CH:9][C:8]=1[S:13](Cl)(=[O:15])=[O:14]. Product: [F:6][C:7]1[CH:12]=[CH:11][CH:10]=[CH:9][C:8]=1[S:13]([F:1])(=[O:15])=[O:14]. The catalyst class is: 10. (5) Reactant: [H-].[Na+].[CH3:3][C:4]1([CH3:16])[O:8][B:7]([C:9]2[CH:10]=[N:11][NH:12][CH:13]=2)[O:6][C:5]1([CH3:15])[CH3:14].Br[CH2:18][CH2:19][O:20][Si:21]([C:24]([CH3:27])([CH3:26])[CH3:25])([CH3:23])[CH3:22]. Product: [Si:21]([O:20][CH2:19][CH2:18][N:11]1[CH:10]=[C:9]([B:7]2[O:8][C:4]([CH3:16])([CH3:3])[C:5]([CH3:15])([CH3:14])[O:6]2)[CH:13]=[N:12]1)([C:24]([CH3:27])([CH3:26])[CH3:25])([CH3:23])[CH3:22]. The catalyst class is: 3. (6) Reactant: F[C:2]1[N:7]=[C:6]([N:8]2[C:16]3[CH:15]=[C:14]([C:17]4[N:22]=[C:21]([NH:23][CH2:24][C:25]5[CH:30]=[CH:29][C:28]([O:31][CH3:32])=[CH:27][CH:26]=5)[CH:20]=[N:19][CH:18]=4)[N:13]=[CH:12][C:11]=3[CH:10]=[N:9]2)[CH:5]=[CH:4][CH:3]=1.[N:33]1([C:40]([O:42][C:43]([CH3:46])([CH3:45])[CH3:44])=[O:41])[CH2:39][CH2:38][CH2:37][NH:36][CH2:35][CH2:34]1.CN1CCOCC1.O. Product: [CH3:32][O:31][C:28]1[CH:29]=[CH:30][C:25]([CH2:24][NH:23][C:21]2[N:22]=[C:17]([C:14]3[N:13]=[CH:12][C:11]4[CH:10]=[N:9][N:8]([C:6]5[N:7]=[C:2]([N:36]6[CH2:37][CH2:38][CH2:39][N:33]([C:40]([O:42][C:43]([CH3:46])([CH3:45])[CH3:44])=[O:41])[CH2:34][CH2:35]6)[CH:3]=[CH:4][CH:5]=5)[C:16]=4[CH:15]=3)[CH:18]=[N:19][CH:20]=2)=[CH:26][CH:27]=1. The catalyst class is: 60.